Dataset: Catalyst prediction with 721,799 reactions and 888 catalyst types from USPTO. Task: Predict which catalyst facilitates the given reaction. (1) Reactant: [CH3:1][O:2][C:3]1[CH:25]=[CH:24][C:6]([CH2:7][N:8]2[C:17]3[C:12](=[N:13][CH:14]=[C:15]([N:18]4[CH2:21][CH:20]([OH:22])[CH2:19]4)[CH:16]=3)[CH:11]=[CH:10][C:9]2=[O:23])=[CH:5][CH:4]=1.CCN(CC)CC.S(=O)(=O)=O.N1C=CC=CC=1.CO. Product: [CH3:1][O:2][C:3]1[CH:4]=[CH:5][C:6]([CH2:7][N:8]2[C:17]3[C:12](=[N:13][CH:14]=[C:15]([N:18]4[CH2:21][C:20](=[O:22])[CH2:19]4)[CH:16]=3)[CH:11]=[CH:10][C:9]2=[O:23])=[CH:24][CH:25]=1. The catalyst class is: 16. (2) Reactant: C[O-].[Na+].[C:4]([O:12][CH2:13][CH3:14])(=[O:11])[CH2:5][C:6]([O:8][CH2:9][CH3:10])=[O:7].BrCCO[C:19]1[CH:24]=[CH:23][CH:22]=[CH:21][C:20]=1[CH3:25].Cl.[CH2:27]([OH:29])[CH3:28]. Product: [CH2:25]([O:29][CH2:27][CH2:28][CH:5]([C:6]([O:8][CH2:9][CH3:10])=[O:7])[C:4]([O:12][CH2:13][CH3:14])=[O:11])[C:20]1[CH:19]=[CH:24][CH:23]=[CH:22][CH:21]=1. The catalyst class is: 28. (3) Reactant: [C:1]([O:5][C:6](=[O:27])[C:7](SC1C=CC=C(CCNCCCCCCC)C=1)([CH3:9])[CH3:8])([CH3:4])([CH3:3])[CH3:2].FC1C=C(F)C=CC=1CC(O)=O.O.ON1C2C=CC=CC=2N=N1.C1(N=C=NC2CCCCC2)CCCCC1. Product: [C:1]([O:5][C:6](=[O:27])[CH:7]([CH3:9])[CH3:8])([CH3:4])([CH3:3])[CH3:2]. The catalyst class is: 4.